Dataset: Experimentally validated miRNA-target interactions with 360,000+ pairs, plus equal number of negative samples. Task: Binary Classification. Given a miRNA mature sequence and a target amino acid sequence, predict their likelihood of interaction. (1) The miRNA is hsa-miR-5787 with sequence GGGCUGGGGCGCGGGGAGGU. The protein sequence of the target gene is MWHLKLCAVLMIFLLLLGQIDGSPIPEVSSAKRRPRRMTPFWRGVSLRPIGASCRDDSECITRLCRKRRCSLSVAQE. Result: 1 (interaction). (2) The protein sequence of the target gene is MFLGALWLLLLLPLRPPGAQGQEADEPTPWPSVKGLKEQLRKAGALSKRYWELFSCTLWPDHCEDQETPVPPLGWSLPLWGRRSLDVLTAWLCRFQDCCSGGGDCRISNNLTGLESDLRVRLHGQHLASKLVLRAVKGYLEMPQVGKALALSFHGWSGTGKNFLARILMDNLYRDGMRSDCVKMFISTFHFPHPKYVDTYKEELQRQMQETQWRCHQSTFVFDEAEKLHPGLLELLEPYLEPRSPEARGVEAPRAIFLFLSNLGGSVINEVVLSLLKAGWSREEITTQHLEVPLQAEIME.... The miRNA is hsa-miR-4728-3p with sequence CAUGCUGACCUCCCUCCUGCCCCAG. Result: 0 (no interaction). (3) The miRNA is mmu-miR-148a-3p with sequence UCAGUGCACUACAGAACUUUGU. The protein sequence of the target gene is MALNKNHSEGGGVIVNNTESILMSYDHVELTFNDMKNVPEAFKGTKKGTVYLTPYRVIFLSKGKDAMQSFMMPFYLMKDCEIKQPVFGANYIKGTVKAEAGGGWEGSASYKLTFTAGGAIEFGQRMLQVASQASRGEVPSGAYGYSYMPSGAYVYPPPVANGMYPCPPGYPYPPPPPEFYPGPPMMDGAMGYVQPPPPPYPGPMEPPVSGPDVPSTPAAEAKAAEAAASAYYNPGNPHNVYMPTSQPPPPPYYPPEDKKTQ. Result: 0 (no interaction). (4) The miRNA is hsa-miR-6797-3p with sequence UGCAUGACCCUUCCCUCCCCAC. The protein sequence of the target gene is MGEKAVPLLRRRRVKRSCPSCGSELGVEEKRGKGNPISIQLFPPELVEHIISFLPVRDLVALGQTCRYFHEVCDGEGVWRRICRRLSPRLQDQGSGVRPWKRAAILNYTKGLYFQAFGGRRRCLSKSVAPLLAHGYRRFLPTKDHVFILDYVGTLFFLKNALVSTLGQMQWKRACRYVVLCRGAKDFASDPRCDTVYRKYLYVLATREPQEVVGTTSSRACDCVEVYLQSSGQRVFKMTFHHSMTFKQIVLVGQETQRALLLLTEEGKIYSLVVNETQLDQPRSYTVQLALRKVSHYLPH.... Result: 0 (no interaction). (5) The miRNA is hsa-miR-5193 with sequence UCCUCCUCUACCUCAUCCCAGU. The protein sequence of the target gene is MATAVETEACQPTDASWESGGGGDDEMKQALPELESSQQNGGGGGLNIAEPSGGAGREENAGAEAAQSLSHEQPQDSSEAGAAALPRGPEEPERPVRRSFQIPRKSREKKALFQPLTPGSREFEDVVNILHSSYLEPTSVTNFNYRRACLVHNELLEKEFTEKRRELKFDGRLDKELSESYAFLMVDRYQVQTICEKGLHVGQSKITILGSPSMGVYLSRYADLLQANPLDTGAMGDVVIFKIMKGKIKSIYDPMGVKSLESMLNKSALDPTPKHECHVSKNANRITSLLAYRAYELTQY.... Result: 1 (interaction). (6) Result: 1 (interaction). The miRNA is hsa-miR-7515 with sequence AGAAGGGAAGAUGGUGAC. The protein sequence of the target gene is MQSNKTFNLEKQNHTPRKHHQHHHQQQHHQQQQQQPPPPPIPANGQQASSQNEGLTIDLKNFRKPGEKTFTQRSRLFVGNLPPDITEEEMRKLFEKYGKAGEVFIHKDKGFGFIRLETRTLAEIAKVELDNMPLRGKQLRVRFACHSASLTVRNLPQYVSNELLEEAFSVFGQVERAVVIVDDRGRPSGKGIVEFSGKPAARKALDRCSEGSFLLTTFPRPVTVEPMDQLDDEEGLPEKLVIKNQQFHKEREQPPRFAQPGSFEYEYAMRWKALIEMEKQQQDQVDRNIKEAREKLEMEM.... (7) The miRNA is hsa-miR-1260a with sequence AUCCCACCUCUGCCACCA. The protein sequence of the target gene is MKPDETPMFDPSLLKEVDWSQNTATFSPAISPTHPGEGLVLRPLCTADLNRGFFKVLGQLTETGVVSPEQFMKSFEHMKKSGDYYVTVVEDVTLGQIVATATLIIEHKFIHSCAKRGRVEDVVVSDECRGKQLGKLLLSTLTLLSKKLNCYKITLECLPQNVGFYKKFGYTVSEENYMCRRFLK. Result: 1 (interaction). (8) The miRNA is hsa-miR-4784 with sequence UGAGGAGAUGCUGGGACUGA. The protein sequence of the target gene is MAAGMYLEHYLDSIENLPFELQRNFQLMRDLDQRTEDLKAEIDKLATEYMSSARSLSSEEKLALLKQIQEAYGKCKEFGDDKVQLAMQTYEMVDKHIRRLDTDLARFEADLKEKQIESSDYDSSSSKGKKKGRTQKEKKAARARSKGKNSDEEAPKTAQKKLKLVRTSPEYGMPSVTFGSVHPSDVLDMPVDPNEPTYCLCHQVSYGEMIGCDNPDCSIEWFHFACVGLTTKPRGKWFCPRCSQERKKK. Result: 1 (interaction).